This data is from Catalyst prediction with 721,799 reactions and 888 catalyst types from USPTO. The task is: Predict which catalyst facilitates the given reaction. (1) Reactant: [C:1]1([C:7]2[S:11][C:10]([NH:12][C:13]3[CH:18]=[CH:17][CH:16]=[C:15]([CH2:19][OH:20])[N:14]=3)=[N:9][CH:8]=2)[CH:6]=[CH:5][CH:4]=[CH:3][CH:2]=1.N1C=CC=CC=1.S(=O)(=O)=O.C(N(CC)CC)C. Product: [C:1]1([C:7]2[S:11][C:10]([NH:12][C:13]3[N:14]=[C:15]([CH:19]=[O:20])[CH:16]=[CH:17][CH:18]=3)=[N:9][CH:8]=2)[CH:2]=[CH:3][CH:4]=[CH:5][CH:6]=1. The catalyst class is: 58. (2) Reactant: [CH2:1]([O:8][C:9]1[CH:10]=[N:11][CH:12]=[C:13]([CH:17]=1)[C:14]([O-])=[O:15])[C:2]1[CH:7]=[CH:6][CH:5]=[CH:4][CH:3]=1.[Na+].C1(P([N:33]=[N+:34]=[N-:35])(C2C=CC=CC=2)=O)C=CC=CC=1.O. Product: [CH2:1]([O:8][C:9]1[CH:10]=[N:11][CH:12]=[C:13]([CH:17]=1)[C:14]([N:33]=[N+:34]=[N-:35])=[O:15])[C:2]1[CH:7]=[CH:6][CH:5]=[CH:4][CH:3]=1. The catalyst class is: 3. (3) Reactant: [Cl:1][C:2]1[NH:7][C:6](=[O:8])[N:5]([CH3:9])[C:4](=[O:10])[CH:3]=1.C(N(CC)C(C)C)(C)C.Br[CH2:21][C:22]1[CH:29]=[C:28]([F:30])[CH:27]=[CH:26][C:23]=1[C:24]#[N:25].O. Product: [Cl:1][C:2]1[N:7]([CH2:21][C:22]2[CH:29]=[C:28]([F:30])[CH:27]=[CH:26][C:23]=2[C:24]#[N:25])[C:6](=[O:8])[N:5]([CH3:9])[C:4](=[O:10])[CH:3]=1. The catalyst class is: 37. (4) Reactant: [CH3:1][C:2]1[CH:3]=[C:4]([CH:9]=[C:10]([CH3:26])[C:11]=1[CH2:12][C:13]1[CH:18]=[CH:17][C:16]([O:19][CH2:20][O:21][CH3:22])=[C:15]([CH:23]([CH3:25])[CH3:24])[CH:14]=1)[C:5](OC)=[O:6].CC(C[AlH]CC(C)C)C. Product: [CH3:1][C:2]1[CH:3]=[C:4]([CH:9]=[C:10]([CH3:26])[C:11]=1[CH2:12][C:13]1[CH:18]=[CH:17][C:16]([O:19][CH2:20][O:21][CH3:22])=[C:15]([CH:23]([CH3:24])[CH3:25])[CH:14]=1)[CH2:5][OH:6]. The catalyst class is: 1.